From a dataset of Reaction yield outcomes from USPTO patents with 853,638 reactions. Predict the reaction yield, written as a fraction of the theoretical maximum amount of product (1.0 means a 100% yield; for example, 0.34 means a 34% yield). (1) The reactants are Br[C:2]1[C:3]([CH3:11])=[C:4]([C:7]([O:9][CH3:10])=[O:8])[S:5][CH:6]=1.[C:12]([O-])([O-])=O.[K+].[K+].[CH3:18][N:19]1[C:23](B2OC(C)(C)C(C)(C)O2)=[CH:22]C=N1. The catalyst is O1CCOCC1.O.C1C=CC([P]([Pd]([P](C2C=CC=CC=2)(C2C=CC=CC=2)C2C=CC=CC=2)([P](C2C=CC=CC=2)(C2C=CC=CC=2)C2C=CC=CC=2)[P](C2C=CC=CC=2)(C2C=CC=CC=2)C2C=CC=CC=2)(C2C=CC=CC=2)C2C=CC=CC=2)=CC=1. The product is [CH3:18][N:19]([CH3:12])[C:23]([C:2]1[C:3]([CH3:11])=[C:4]([C:7]([O:9][CH3:10])=[O:8])[S:5][CH:6]=1)=[CH2:22]. The yield is 0.900. (2) The reactants are [CH3:1][C:2]1[S:6][C:5]([C:7]([O:9][CH3:10])=[O:8])=[CH:4][C:3]=1[C:11]1[N:15]([CH3:16])[N:14]=[CH:13][C:12]=1/[CH:17]=[CH:18]\[CH3:19]. The catalyst is CO.[OH-].[OH-].[Pd+2]. The product is [CH3:1][C:2]1[S:6][C:5]([C:7]([O:9][CH3:10])=[O:8])=[CH:4][C:3]=1[C:11]1[N:15]([CH3:16])[N:14]=[CH:13][C:12]=1[CH2:17][CH2:18][CH3:19]. The yield is 0.780. (3) The reactants are Cl[CH2:2][Si:3]([CH3:6])([CH3:5])[CH3:4].[OH:7][C:8]1[CH:15]=[CH:14][C:11]([CH:12]=[O:13])=[CH:10][CH:9]=1.C(=O)([O-])[O-].[K+].[K+]. The catalyst is CN(C=O)C. The product is [CH3:4][Si:3]([CH2:2][O:7][C:8]1[CH:15]=[CH:14][C:11]([CH:12]=[O:13])=[CH:10][CH:9]=1)([CH3:6])[CH3:5]. The yield is 0.840. (4) The reactants are [N+:1]([C:4]1[C:5]([CH:14](C(OC)=O)C(OC)=O)=[N:6][CH:7]=[C:8]([C:10]([F:13])([F:12])[F:11])[CH:9]=1)([O-:3])=[O:2].Cl.[OH-].[Na+]. The catalyst is CCOC(C)=O. The product is [CH3:14][C:5]1[C:4]([N+:1]([O-:3])=[O:2])=[CH:9][C:8]([C:10]([F:12])([F:11])[F:13])=[CH:7][N:6]=1. The yield is 0.0900.